From a dataset of Full USPTO retrosynthesis dataset with 1.9M reactions from patents (1976-2016). Predict the reactants needed to synthesize the given product. (1) Given the product [C:30]([N:26]1[CH2:27][CH2:28][CH:23]([NH:22][C:20]([NH:19][CH2:18][C:7]2[C:6](=[O:29])[C:5]3[C:10](=[CH:11][C:2]([Cl:1])=[CH:3][CH:4]=3)[N:9]([C:12]3[CH:13]=[CH:14][CH:15]=[CH:16][CH:17]=3)[CH:8]=2)=[O:21])[CH2:24][CH2:25]1)(=[O:37])[C:31]1[CH:36]=[CH:35][CH:34]=[CH:33][CH:32]=1, predict the reactants needed to synthesize it. The reactants are: [Cl:1][C:2]1[CH:11]=[C:10]2[C:5]([C:6](=[O:29])[C:7]([CH2:18][NH:19][C:20]([NH:22][CH:23]3[CH2:28][CH2:27][NH:26][CH2:25][CH2:24]3)=[O:21])=[CH:8][N:9]2[C:12]2[CH:17]=[CH:16][CH:15]=[CH:14][CH:13]=2)=[CH:4][CH:3]=1.[C:30](Cl)(=[O:37])[C:31]1[CH:36]=[CH:35][CH:34]=[CH:33][CH:32]=1. (2) Given the product [I:45][C:24]1[N:23]([S:20]([C:14]2[CH:15]=[CH:16][CH:17]=[CH:18][CH:19]=2)(=[O:22])=[O:21])[C:31]2[C:26]([CH:25]=1)=[C:27]([N:32]1[CH2:37][CH2:36][N:35]([C:38]([O:40][C:41]([CH3:44])([CH3:43])[CH3:42])=[O:39])[CH2:34][CH2:33]1)[CH:28]=[CH:29][CH:30]=2, predict the reactants needed to synthesize it. The reactants are: C([Mg]Cl)CCC.C(NC(C)C)(C)C.[C:14]1([S:20]([N:23]2[C:31]3[C:26](=[C:27]([N:32]4[CH2:37][CH2:36][N:35]([C:38]([O:40][C:41]([CH3:44])([CH3:43])[CH3:42])=[O:39])[CH2:34][CH2:33]4)[CH:28]=[CH:29][CH:30]=3)[CH:25]=[CH:24]2)(=[O:22])=[O:21])[CH:19]=[CH:18][CH:17]=[CH:16][CH:15]=1.[I:45]I. (3) Given the product [CH3:8][C:4]1[CH:5]=[CH:6][CH:7]=[C:2]([CH3:1])[C:3]=1[NH:9][C:10]([NH2:12])=[S:11], predict the reactants needed to synthesize it. The reactants are: [CH3:1][C:2]1[CH:7]=[CH:6][CH:5]=[C:4]([CH3:8])[C:3]=1[NH:9][C:10]([NH:12]C(=O)C1C=CC=CC=1)=[S:11].[OH-].[Na+].